Dataset: Full USPTO retrosynthesis dataset with 1.9M reactions from patents (1976-2016). Task: Predict the reactants needed to synthesize the given product. (1) Given the product [NH2:8][C:7]1[CH:6]=[CH:5][C:4]([CH:11]([CH3:17])[C:12]([O:14][CH2:15][CH3:16])=[O:13])=[CH:3][C:2]=1[F:1], predict the reactants needed to synthesize it. The reactants are: [F:1][C:2]1[CH:3]=[C:4]([CH:11]([CH3:17])[C:12]([O:14][CH2:15][CH3:16])=[O:13])[CH:5]=[CH:6][C:7]=1[N+:8]([O-])=O. (2) Given the product [CH2:21]=[C:2]1[CH2:10][CH2:9][CH2:8][C:7]2[N:6]([CH2:11][C:12]([O:14][CH2:15][CH3:16])=[O:13])[N:5]=[C:4]([C:17]([F:20])([F:19])[F:18])[C:3]1=2, predict the reactants needed to synthesize it. The reactants are: O=[C:2]1[CH2:10][CH2:9][CH2:8][C:7]2[N:6]([CH2:11][C:12]([O:14][CH2:15][CH3:16])=[O:13])[N:5]=[C:4]([C:17]([F:20])([F:19])[F:18])[C:3]1=2.[CH2:21]1COCC1.